Dataset: Full USPTO retrosynthesis dataset with 1.9M reactions from patents (1976-2016). Task: Predict the reactants needed to synthesize the given product. (1) Given the product [CH2:1]([O:3][C:4]1[CH:5]=[C:6]([CH:10]=[CH:11][C:12]=1[C:13]([F:16])([F:15])[F:14])[C:7]([N:19]([O:20][CH3:21])[CH3:18])=[O:9])[CH3:2], predict the reactants needed to synthesize it. The reactants are: [CH2:1]([O:3][C:4]1[CH:5]=[C:6]([CH:10]=[CH:11][C:12]=1[C:13]([F:16])([F:15])[F:14])[C:7]([OH:9])=O)[CH3:2].Cl.[CH3:18][NH:19][O:20][CH3:21].CN1CCOCC1.Cl.CN(C)CCCN=C=NCC. (2) Given the product [CH3:18][CH2:17][N:13]([C:14]([CH3:15])=[O:16])[C:9]1[CH:10]=[CH:11][CH:12]=[C:7]([C:5]2[N:24]3[N:23]=[CH:22][C:26]([C:27]#[N:28])=[C:19]3[N:2]=[CH:3][CH:4]=2)[CH:8]=1, predict the reactants needed to synthesize it. The reactants are: C[N:2]([CH3:19])[CH:3]=[CH:4][C:5]([C:7]1[CH:8]=[C:9]([N:13]([CH2:17][CH3:18])[C:14](=[O:16])[CH3:15])[CH:10]=[CH:11][CH:12]=1)=O.Cl.N[C:22]1[C:26]([C:27]#[N:28])=C[NH:24][N:23]=1.Cl. (3) Given the product [Cl:23][CH2:9][C:6]1[CH:7]=[CH:8][C:3]([O:2][CH3:1])=[CH:4][C:5]=1[CH3:11], predict the reactants needed to synthesize it. The reactants are: [CH3:1][O:2][C:3]1[CH:8]=[CH:7][C:6]([CH2:9]O)=[C:5]([CH3:11])[CH:4]=1.C(N(CC)CC)C.CS([Cl:23])(=O)=O. (4) Given the product [NH2:27][C:16]1[CH:17]=[C:18]2[C:13](=[CH:14][CH:15]=1)[N:12]=[C:11]([CH2:45][CH:46]([CH3:48])[CH3:47])[C:10]([CH2:9][NH:8][C:6](=[O:7])[O:5][C:1]([CH3:4])([CH3:2])[CH3:3])=[C:19]2[C:20]1[CH:21]=[CH:22][C:23]([CH3:26])=[CH:24][CH:25]=1, predict the reactants needed to synthesize it. The reactants are: [C:1]([O:5][C:6]([NH:8][CH2:9][C:10]1[C:11]([CH2:45][CH:46]([CH3:48])[CH3:47])=[N:12][C:13]2[C:18]([C:19]=1[C:20]1[CH:25]=[CH:24][C:23]([CH3:26])=[CH:22][CH:21]=1)=[CH:17][C:16]([NH:27]C(=O)OCC1C3C=CC=CC=3C3C1=CC=CC=3)=[CH:15][CH:14]=2)=[O:7])([CH3:4])([CH3:3])[CH3:2].N1CCCCC1.O. (5) Given the product [Cl:1][C:2]([F:31])([F:32])[O:3][C:4]1[CH:9]=[CH:8][C:7]([NH:10][C:11](=[O:30])[C:12]2[CH:17]=[C:16]([C:18]3[NH:22][N:21]=[CH:20][CH:19]=3)[C:15]([NH:23][CH2:24][C@@H:25]([OH:29])[CH2:26][CH2:27][OH:28])=[N:14][CH:13]=2)=[CH:6][CH:5]=1, predict the reactants needed to synthesize it. The reactants are: [Cl:1][C:2]([F:32])([F:31])[O:3][C:4]1[CH:9]=[CH:8][C:7]([NH:10][C:11](=[O:30])[C:12]2[CH:17]=[C:16]([C:18]3[NH:22][N:21]=[CH:20][CH:19]=3)[C:15]([NH:23][CH2:24][CH:25]([OH:29])[CH2:26][CH2:27][OH:28])=[N:14][CH:13]=2)=[CH:6][CH:5]=1. (6) Given the product [CH2:1]([N:4]([C:5]1[CH:10]=[CH:9][CH:8]=[CH:7][CH:6]=1)[CH2:21][CH:22]([OH:23])[CH2:24][OH:17])[CH3:2], predict the reactants needed to synthesize it. The reactants are: [CH2:1]([N:4](CC)[C:5]1[CH:10]=[CH:9][CH:8]=[CH:7][CH:6]=1)[CH:2]=C.C[N+]1([O-])CC[O:17]CC1.[CH3:21][C:22]([CH3:24])=[O:23].O.[O-]S([O-])(=S)=O.[Na+].[Na+]. (7) Given the product [CH2:26]([O:25][C:23]([N:8]1[CH2:14][C:13]2[CH:15]=[C:16]([O:19][CH3:20])[CH:17]=[CH:18][C:12]=2[NH:11][C:10](=[O:21])[CH2:9]1)=[O:24])[C:27]1[CH:32]=[CH:31][CH:30]=[CH:29][CH:28]=1, predict the reactants needed to synthesize it. The reactants are: C([N:8]1[CH2:14][C:13]2[CH:15]=[C:16]([O:19][CH3:20])[CH:17]=[CH:18][C:12]=2[NH:11][C:10](=[O:21])[CH2:9]1)C1C=CC=CC=1.Cl[C:23]([O:25][CH2:26][C:27]1[CH:32]=[CH:31][CH:30]=[CH:29][CH:28]=1)=[O:24].